From a dataset of Full USPTO retrosynthesis dataset with 1.9M reactions from patents (1976-2016). Predict the reactants needed to synthesize the given product. (1) The reactants are: [CH:1]([C:3]1[CH:8]=[C:7]([CH2:9][CH2:10][N:11]2[CH2:15][CH2:14][CH2:13][C@H:12]2[CH3:16])[CH:6]=[CH:5][C:4]=1[NH:17]C(=O)C(C)(C)C)=[O:2].[OH-].[Na+].ClCCl. Given the product [NH2:17][C:4]1[CH:5]=[CH:6][C:7]([CH2:9][CH2:10][N:11]2[CH2:15][CH2:14][CH2:13][C@H:12]2[CH3:16])=[CH:8][C:3]=1[CH:1]=[O:2], predict the reactants needed to synthesize it. (2) Given the product [C:1]1([CH2:7][O:8][C:9]2[CH:10]=[C:11]([OH:17])[CH:12]=[N:13][CH:14]=2)[CH:6]=[CH:5][CH:4]=[CH:3][CH:2]=1, predict the reactants needed to synthesize it. The reactants are: [C:1]1([CH2:7][O:8][C:9]2[CH:10]=[C:11](N)[CH:12]=[N:13][CH:14]=2)[CH:6]=[CH:5][CH:4]=[CH:3][CH:2]=1.S(=O)(=O)(O)[OH:17].N([O-])=O.[Na+].[OH-].[Na+].[Na+].[Cl-]. (3) Given the product [Br:1][C:2]1[CH:3]=[CH:4][C:5]([CH:8]2[N:12]([CH3:16])[C:11](=[O:13])[CH2:10][CH2:9]2)=[CH:6][CH:7]=1, predict the reactants needed to synthesize it. The reactants are: [Br:1][C:2]1[CH:7]=[CH:6][C:5]([CH:8]2[NH:12][C:11](=[O:13])[CH2:10][CH2:9]2)=[CH:4][CH:3]=1.[H-].[Na+].[CH3:16]I. (4) Given the product [F:39][C:40]1[CH:48]=[C:47]2[C:43]([C:44]([C:58]3[CH:66]=[CH:65][C:64]4[C:60](=[CH:61][N:62]([CH:67]5[CH2:68][CH2:69][N:70]([C:73](=[O:74])[CH3:2])[CH2:71][CH2:72]5)[N:63]=4)[CH:59]=3)=[CH:45][NH:46]2)=[CH:42][CH:41]=1, predict the reactants needed to synthesize it. The reactants are: F[C:2]1C=C2C(C(C3C=C4C(C=NN4CC4CCN(C(=O)C)CC4)=CC=3)=CN2S(C2C=CC=CC=2)(=O)=O)=CC=1.[F:39][C:40]1[CH:48]=[C:47]2[C:43]([C:44]([C:58]3[CH:66]=[CH:65][C:64]4[C:60](=[CH:61][N:62]([CH:67]5[CH2:72][CH2:71][N:70]([C:73](OC(C)(C)C)=[O:74])[CH2:69][CH2:68]5)[N:63]=4)[CH:59]=3)=[CH:45][N:46]2S(C2C=CC=CC=2)(=O)=O)=[CH:42][CH:41]=1. (5) Given the product [Cl:29][C:30]1[CH:31]=[C:32]([C:37]2[O:41][C:40]([C:42]([N:22]3[CH2:27][CH2:26][NH:25][C:24](=[O:28])[CH2:23]3)=[O:43])=[CH:39][C:38]=2[C:45]2[CH:50]=[C:49]([F:51])[CH:48]=[C:47]([Cl:52])[CH:46]=2)[CH:33]=[CH:34][C:35]=1[F:36], predict the reactants needed to synthesize it. The reactants are: ClC1C=C(C2C=C(C([N:22]3[CH2:27][CH2:26][NH:25][C:24](=[O:28])[CH2:23]3)=O)OC=2C2C=CC(F)=CC=2)C=CC=1.[Cl:29][C:30]1[CH:31]=[C:32]([C:37]2[O:41][C:40]([C:42](O)=[O:43])=[CH:39][C:38]=2[C:45]2[CH:50]=[C:49]([F:51])[CH:48]=[C:47]([Cl:52])[CH:46]=2)[CH:33]=[CH:34][C:35]=1[F:36].N1CCNCC1=O. (6) Given the product [Cl:1][C:2]1[NH:10][C:9]2[C:8](=[O:11])[N:7]([CH2:12][CH2:13][CH2:14][C:15]3[CH:16]=[C:44]([C:41]4[CH:42]=[CH:43][C:38]([Cl:37])=[CH:39][CH:40]=4)[NH:48][N:47]=3)[C:6](=[O:31])[N:5]([CH2:32][CH2:33][CH2:34][CH2:35][CH3:36])[C:4]=2[N:3]=1, predict the reactants needed to synthesize it. The reactants are: [Cl:1][C:2]1[NH:10][C:9]2[C:8](=[O:11])[N:7]([CH2:12][CH2:13][CH2:14][CH2:15][CH2:16]N3N=NC(CC4C=CC(Cl)=C(Cl)C=4)=N3)[C:6](=[O:31])[N:5]([CH2:32][CH2:33][CH2:34][CH2:35][CH3:36])[C:4]=2[N:3]=1.[Cl:37][C:38]1[CH:43]=[CH:42][C:41]([C:44]2[NH:48][N:47]=C(CCCO)C=2)=[CH:40][CH:39]=1. (7) The reactants are: [OH:1][C:2]1[CH:3]=[C:4]2[C:9](=[CH:10][CH:11]=1)[C:8](=[O:12])[N:7]([CH:13]1[CH2:18][CH2:17][NH:16][CH2:15][CH2:14]1)[CH2:6][CH2:5]2.[C:19]1(=O)[CH2:22][CH2:21][CH2:20]1.C(O[BH-](OC(=O)C)OC(=O)C)(=O)C.[Na+].C(O)(=O)C. Given the product [CH:19]1([N:16]2[CH2:17][CH2:18][CH:13]([N:7]3[CH2:6][CH2:5][C:4]4[C:9](=[CH:10][CH:11]=[C:2]([OH:1])[CH:3]=4)[C:8]3=[O:12])[CH2:14][CH2:15]2)[CH2:22][CH2:21][CH2:20]1, predict the reactants needed to synthesize it. (8) Given the product [C:60]([C:57]1[CH:58]=[CH:59][C:54]([O:53][CH2:52][C:51]([NH:50][CH2:49][CH2:48][NH:47][C:2](=[O:3])[CH2:4][CH2:5][CH2:6][CH2:7][C@@H:8]2[C@H:16]3[C@H:11]([NH:12][C:13](=[O:14])[NH:15]3)[CH2:10][S:9]2)=[O:68])=[CH:55][CH:56]=1)(=[O:67])[C:61]1[CH:62]=[CH:63][CH:64]=[CH:65][CH:66]=1, predict the reactants needed to synthesize it. The reactants are: O[C:2]([CH2:4][CH2:5][CH2:6][CH2:7][C@H:8]1[C@@H:16]2[C@@H:11]([NH:12][C:13]([NH:15]2)=[O:14])[CH2:10][S:9]1)=[O:3].C(N(CC)CC)C.Cl.C(N=C=NCCCN(C)C)C.O.ON1C2C=CC=CC=2N=N1.[NH2:47][CH2:48][CH2:49][NH:50][C:51](=[O:68])[CH2:52][O:53][C:54]1[CH:59]=[CH:58][C:57]([C:60](=[O:67])[C:61]2[CH:66]=[CH:65][CH:64]=[CH:63][CH:62]=2)=[CH:56][CH:55]=1.